This data is from Full USPTO retrosynthesis dataset with 1.9M reactions from patents (1976-2016). The task is: Predict the reactants needed to synthesize the given product. (1) Given the product [O:51]1[C:26]2[CH:27]=[CH:28][C:23]([CH:13]([N:12]3[C:11]4[CH:29]=[C:30]([Cl:34])[C:31]([F:33])=[CH:32][C:10]=4[N:9]=[C:8]3[CH:1]([CH:2]3[CH2:3][CH2:4][CH2:5][CH2:6][CH2:7]3)[O:42][CH3:41])[C:14]([NH:16][CH:17]3[CH2:22][CH2:20][CH2:19][CH2:18]3)=[O:15])=[CH:24][C:25]=2[O:53][CH2:52]1, predict the reactants needed to synthesize it. The reactants are: [CH2:1]([C:8]1[N:12]([CH:13]([CH:23]2[CH2:28][CH2:27][CH2:26][CH2:25][CH2:24]2)[C:14]([NH:16][CH:17]2[CH2:22]C[CH2:20][CH2:19][CH2:18]2)=[O:15])[C:11]2[CH:29]=[C:30]([Cl:34])[C:31]([F:33])=[CH:32][C:10]=2[N:9]=1)[C:2]1[CH:7]=[CH:6][CH:5]=[CH:4][CH:3]=1.C1([CH:41]=[O:42])CCCCC1.C1C(C=O)=CC2[O:51][CH2:52][O:53]C=2C=1.ClC1C=C(CC(O)=O)C=CC=1.C1(C(OC)C(O)=O)CCCCC1.C1([N+]#[C-])CCCCC1.C1([N+]#[C-])CCCC1. (2) Given the product [CH2:3]([O:7][C:9]1[CH:14]=[C:13]([O:7][CH2:3][C:4]#[C:5][CH3:6])[N:12]=[CH:11][N:10]=1)[C:4]#[C:5][CH3:6], predict the reactants needed to synthesize it. The reactants are: [H-].[Na+].[CH2:3]([OH:7])[C:4]#[C:5][CH3:6].Cl[C:9]1[CH:14]=[C:13](Cl)[N:12]=[CH:11][N:10]=1.[Cl-].[NH4+]. (3) Given the product [N+:1]([C:4]1[CH:5]=[C:6]([C:10]2[S:16][C:15]([NH:14][C:23]3[CH:24]=[CH:25][C:20]([C:17](=[O:19])[CH3:18])=[CH:21][CH:22]=3)=[N:13][N:12]=2)[CH:7]=[CH:8][CH:9]=1)([O-:3])=[O:2], predict the reactants needed to synthesize it. The reactants are: [N+:1]([C:4]1[CH:5]=[C:6]([C:10]([NH:12][NH2:13])=O)[CH:7]=[CH:8][CH:9]=1)([O-:3])=[O:2].[N-:14]=[C:15]=[S:16].[C:17]([C:20]1[CH:25]=[CH:24][CH:23]=[CH:22][CH:21]=1)(=[O:19])[CH3:18]. (4) Given the product [NH2:11][C:12]1[CH:17]=[C:16]([C:2]2[N:7]=[C:6]([NH2:8])[N:5]=[C:4]([NH:9][CH3:10])[CH:3]=2)[CH:15]=[CH:14][CH:13]=1, predict the reactants needed to synthesize it. The reactants are: Cl[C:2]1[N:7]=[C:6]([NH2:8])[N:5]=[C:4]([NH:9][CH3:10])[CH:3]=1.[NH2:11][C:12]1[CH:13]=[C:14](B(O)O)[CH:15]=[CH:16][CH:17]=1.C(=O)([O-])[O-].[Na+].[Na+].O1CCOCC1. (5) Given the product [F:1][C:2]1[CH:7]=[C:6]([F:8])[CH:5]=[CH:4][C:3]=1[C:9](=[O:19])[C@H:10]([OH:12])[CH3:11], predict the reactants needed to synthesize it. The reactants are: [F:1][C:2]1[CH:7]=[C:6]([F:8])[CH:5]=[CH:4][C:3]=1[C:9](=[O:19])[C@H:10]([O:12]C1CCCCO1)[CH3:11].C1(C)C=CC(S([O-])(=O)=O)=CC=1.[NH+]1C=CC=CC=1. (6) Given the product [CH3:1][O:2][C:3]([C:4]1[C:5]([CH3:6])=[N:7][O:10][C:9]=1[C:11]1[CH:16]=[CH:15][C:14]([Br:17])=[CH:13][N:12]=1)=[O:18], predict the reactants needed to synthesize it. The reactants are: [CH3:1][O:2][C:3](=[O:18])[CH:4]([C:9]([C:11]1[CH:16]=[CH:15][C:14]([Br:17])=[CH:13][N:12]=1)=[O:10])/[C:5](=[N:7]/C)/[CH3:6].Cl.NO. (7) Given the product [C:1]([S:4][S:5][CH2:6][CH:7]([NH:17][C:18](=[O:24])[O:19][CH2:20][CH:21]([CH3:23])[CH3:22])[C:8]([NH:9][CH:10]1[CH2:11][CH2:12][N:13]([P:26]([Cl:29])([Cl:27])=[O:25])[CH2:14][CH2:15]1)=[O:16])([CH3:30])([CH3:3])[CH3:2], predict the reactants needed to synthesize it. The reactants are: [CH:1]([S:4][S:5][CH2:6][CH:7]([NH:17][C:18](=[O:24])[O:19][CH2:20][CH:21]([CH3:23])[CH3:22])[C:8](=[O:16])[NH:9][CH:10]1[CH2:15][CH2:14][NH:13][CH2:12][CH2:11]1)([CH3:3])[CH3:2].[O:25]=[P:26]([Cl:29])(Cl)[Cl:27].[CH3:30]CN(CC)CC. (8) The reactants are: [F:1][C:2]1[CH:3]=[CH:4][C:5]([CH2:8][NH:9][C:10](=O)[CH3:11])=[N:6][CH:7]=1.P(Cl)(Cl)(Cl)=O. Given the product [F:1][C:2]1[CH:3]=[CH:4][C:5]2[N:6]([C:10]([CH3:11])=[N:9][CH:8]=2)[CH:7]=1, predict the reactants needed to synthesize it.